From a dataset of Full USPTO retrosynthesis dataset with 1.9M reactions from patents (1976-2016). Predict the reactants needed to synthesize the given product. Given the product [C:21]([CH2:20][O:1][C:2]1[CH:3]=[C:4]([CH3:12])[C:5]([C:8]([O:10][CH3:11])=[O:9])=[N:6][CH:7]=1)#[N:22], predict the reactants needed to synthesize it. The reactants are: [OH:1][C:2]1[CH:3]=[C:4]([CH3:12])[C:5]([C:8]([O:10][CH3:11])=[O:9])=[N:6][CH:7]=1.C(=O)([O-])[O-].[Cs+].[Cs+].Br[CH2:20][C:21]#[N:22].C(=O)(O)[O-].[Na+].